Dataset: Peptide-MHC class II binding affinity with 134,281 pairs from IEDB. Task: Regression. Given a peptide amino acid sequence and an MHC pseudo amino acid sequence, predict their binding affinity value. This is MHC class II binding data. (1) The peptide sequence is AAATAVTTVYGAFAA. The MHC is HLA-DPA10103-DPB10401 with pseudo-sequence HLA-DPA10103-DPB10401. The binding affinity (normalized) is 0.352. (2) The MHC is DRB1_0405 with pseudo-sequence DRB1_0405. The binding affinity (normalized) is 0.264. The peptide sequence is KIIGGIGGFIKVRQYDQILI. (3) The peptide sequence is EKKYFAATDFEPLAA. The MHC is HLA-DPA10201-DPB11401 with pseudo-sequence HLA-DPA10201-DPB11401. The binding affinity (normalized) is 0.733. (4) The peptide sequence is AATGAATAATGGYKV. The MHC is HLA-DPA10301-DPB10402 with pseudo-sequence HLA-DPA10301-DPB10402. The binding affinity (normalized) is 0.206. (5) The peptide sequence is LGHDGTVWAQSADFP. The MHC is HLA-DQA10102-DQB10602 with pseudo-sequence HLA-DQA10102-DQB10602. The binding affinity (normalized) is 0.420. (6) The peptide sequence is ELRKTYNLLDAVSRH. The MHC is DRB1_0301 with pseudo-sequence DRB1_0301. The binding affinity (normalized) is 0.141. (7) The peptide sequence is DSGFEVRHQKLVFFA. The MHC is H-2-IAb with pseudo-sequence H-2-IAb. The binding affinity (normalized) is 0. (8) The peptide sequence is FDAFVAYHIGARIVS. The MHC is DRB1_0301 with pseudo-sequence DRB1_0301. The binding affinity (normalized) is 0.178.